Task: Predict the reaction yield, written as a fraction of the theoretical maximum amount of product (1.0 means a 100% yield; for example, 0.34 means a 34% yield).. Dataset: Reaction yield outcomes from USPTO patents with 853,638 reactions The reactants are CN(C)[CH:3]=[O:4].P(Cl)(Cl)(Cl)=O.[Cl:11][C:12]1[N:17]2[N:18]=[C:19]([C:21]3[O:22][CH:23]=[CH:24][C:25]=3[CH3:26])[CH:20]=[C:16]2[CH:15]=[CH:14][CH:13]=1.O. The catalyst is ClCCl. The product is [Cl:11][C:12]1[N:17]2[N:18]=[C:19]([C:21]3[O:22][CH:23]=[CH:24][C:25]=3[CH3:26])[C:20]([CH:3]=[O:4])=[C:16]2[CH:15]=[CH:14][CH:13]=1. The yield is 0.760.